This data is from Catalyst prediction with 721,799 reactions and 888 catalyst types from USPTO. The task is: Predict which catalyst facilitates the given reaction. (1) Reactant: [CH3:1][O:2][C:3]1[CH:4]=[C:5]2[C:10](=[CH:11][C:12]=1[O:13][CH3:14])[N:9]=[CH:8][CH:7]=[C:6]2[O:15][C:16]1[CH:21]=[CH:20][C:19]([NH:22][C:23](=O)[CH2:24][O:25][C:26]2[C:31]([O:32][CH3:33])=[CH:30][CH:29]=[CH:28][C:27]=2[O:34][CH3:35])=[CH:18][CH:17]=1.Cl.[OH-].[Na+]. Product: [CH3:33][O:32][C:31]1[CH:30]=[CH:29][CH:28]=[C:27]([O:34][CH3:35])[C:26]=1[O:25][CH2:24][CH2:23][NH:22][C:19]1[CH:20]=[CH:21][C:16]([O:15][C:6]2[C:5]3[C:10](=[CH:11][C:12]([O:13][CH3:14])=[C:3]([O:2][CH3:1])[CH:4]=3)[N:9]=[CH:8][CH:7]=2)=[CH:17][CH:18]=1. The catalyst class is: 7. (2) Reactant: [C:1]([O:5][C:6]([N:8]([CH3:53])[C@@H:9]([CH3:52])[C:10]([NH:12][C@@H:13]([C:48]([CH3:51])([CH3:50])[CH3:49])[C:14]([N:16]1[C@H:25]([C:26]([N:28]([CH2:37][C:38]2[CH:47]=[CH:46][C:41]([C:42]([O:44]C)=[O:43])=[CH:40][CH:39]=2)[CH2:29][CH2:30][C:31]2[CH:36]=[CH:35][CH:34]=[CH:33][CH:32]=2)=[O:27])[CH2:24][C:23]2[C:18](=[CH:19][CH:20]=[CH:21][CH:22]=2)[CH2:17]1)=[O:15])=[O:11])=[O:7])([CH3:4])([CH3:3])[CH3:2].[OH-].[Na+].Cl. Product: [C:1]([O:5][C:6]([N:8]([CH3:53])[C@@H:9]([CH3:52])[C:10]([NH:12][C@@H:13]([C:48]([CH3:51])([CH3:50])[CH3:49])[C:14]([N:16]1[C@H:25]([C:26]([N:28]([CH2:37][C:38]2[CH:47]=[CH:46][C:41]([C:42]([OH:44])=[O:43])=[CH:40][CH:39]=2)[CH2:29][CH2:30][C:31]2[CH:32]=[CH:33][CH:34]=[CH:35][CH:36]=2)=[O:27])[CH2:24][C:23]2[C:18](=[CH:19][CH:20]=[CH:21][CH:22]=2)[CH2:17]1)=[O:15])=[O:11])=[O:7])([CH3:2])([CH3:4])[CH3:3]. The catalyst class is: 87. (3) Reactant: [C:1]([O:5][C:6](=[O:37])[N:7]([C:19]1[CH:20]=[CH:21][C:22]2[N:23]([C:30]3[CH:35]=[CH:34][C:33]([Cl:36])=[CH:32][CH:31]=3)[C:24](=[O:29])[NH:25][CH2:26][C:27]=2[N:28]=1)[CH2:8][C:9]1[CH:14]=[CH:13][C:12]([O:15][CH3:16])=[CH:11][C:10]=1[O:17][CH3:18])([CH3:4])([CH3:3])[CH3:2].[H-].[Na+].I[CH3:41].O. Product: [C:1]([O:5][C:6](=[O:37])[N:7]([C:19]1[CH:20]=[CH:21][C:22]2[N:23]([C:30]3[CH:35]=[CH:34][C:33]([Cl:36])=[CH:32][CH:31]=3)[C:24](=[O:29])[N:25]([CH3:41])[CH2:26][C:27]=2[N:28]=1)[CH2:8][C:9]1[CH:14]=[CH:13][C:12]([O:15][CH3:16])=[CH:11][C:10]=1[O:17][CH3:18])([CH3:4])([CH3:2])[CH3:3]. The catalyst class is: 3.